This data is from Reaction yield outcomes from USPTO patents with 853,638 reactions. The task is: Predict the reaction yield, written as a fraction of the theoretical maximum amount of product (1.0 means a 100% yield; for example, 0.34 means a 34% yield). (1) The reactants are [OH:1][CH2:2][CH2:3][NH:4][NH2:5].[C:6]([CH:9]([O:13][C:14]1[CH:21]=[CH:20][C:17]([C:18]#[N:19])=[CH:16][CH:15]=1)[C:10](=O)[CH3:11])(=O)[CH3:7].O. The catalyst is C(O)(=O)C. The product is [OH:1][CH2:2][CH2:3][N:4]1[C:10]([CH3:11])=[C:9]([O:13][C:14]2[CH:15]=[CH:16][C:17]([C:18]#[N:19])=[CH:20][CH:21]=2)[C:6]([CH3:7])=[N:5]1. The yield is 0.0600. (2) The reactants are Cl[C:2]1[N:9]=[C:8]([CH3:10])[CH:7]=[CH:6][C:3]=1[C:4]#[N:5].[OH:11][C:12]1[CH:13]=[C:14]([CH:17]=[CH:18][CH:19]=1)[CH:15]=[O:16].[F-].[K+].O. The catalyst is CN(C=O)C. The product is [CH:15]([C:14]1[CH:13]=[C:12]([CH:19]=[CH:18][CH:17]=1)[O:11][C:2]1[N:9]=[C:8]([CH3:10])[CH:7]=[CH:6][C:3]=1[C:4]#[N:5])=[O:16]. The yield is 0.970. (3) The reactants are [Cl:1][C:2]1[CH:7]=[CH:6][C:5]([SH:8])=[CH:4][CH:3]=1.C([O-])([O-])=O.[K+].[K+].Cl[CH2:16][C:17](=[O:24])[CH2:18][C:19]([O:21][CH2:22][CH3:23])=[O:20]. The catalyst is CN(C=O)C.C([O-])(O)=O.[Na+]. The product is [Cl:1][C:2]1[CH:7]=[CH:6][C:5]([S:8][CH2:16][C:17](=[O:24])[CH2:18][C:19]([O:21][CH2:22][CH3:23])=[O:20])=[CH:4][CH:3]=1. The yield is 0.590. (4) The reactants are [C:1](OC(=O)C)(=[O:3])[CH3:2].[NH:8]1[C:16]2[C:11](=[CH:12][C:13]([C:17]([OH:19])=[O:18])=[CH:14][CH:15]=2)[CH:10]=[N:9]1. The catalyst is C(O)(=O)C. The product is [C:1]([N:8]1[C:16]2[C:11](=[CH:12][C:13]([C:17]([OH:19])=[O:18])=[CH:14][CH:15]=2)[CH:10]=[N:9]1)(=[O:3])[CH3:2]. The yield is 0.900. (5) The reactants are CC1C=CC(S(O[CH2:12][CH2:13][CH2:14][C:15]2[C:23]3[C:18](=[CH:19][CH:20]=[C:21]([C:24]#[N:25])[CH:22]=3)[NH:17][CH:16]=2)(=O)=O)=CC=1.[CH3:26][O:27][C:28]1[CH:33]=[C:32]([CH3:34])[N:31]=[C:30]([N:35]2[CH2:40][CH2:39][NH:38][CH2:37][CH2:36]2)[N:29]=1.C(=O)([O-])[O-].[K+].[K+].[I-].[K+]. The catalyst is C(#N)C. The product is [CH3:26][O:27][C:28]1[CH:33]=[C:32]([CH3:34])[N:31]=[C:30]([N:35]2[CH2:36][CH2:37][N:38]([CH2:12][CH2:13][CH2:14][C:15]3[C:23]4[C:18](=[CH:19][CH:20]=[C:21]([C:24]#[N:25])[CH:22]=4)[NH:17][CH:16]=3)[CH2:39][CH2:40]2)[N:29]=1. The yield is 0.570. (6) The reactants are [CH3:1][O:2][C:3]([C:5]1[CH:6]=[C:7](B(O)O)[CH:8]=[CH:9][CH:10]=1)=[O:4].Br[C:15]1[CH:20]=[CH:19][CH:18]=[CH:17][N:16]=1.C([O-])([O-])=O.[K+].[K+].O1CCOCC1. The catalyst is C1C=CC(P(C2C=CC=CC=2)[C-]2C=CC=C2)=CC=1.C1C=CC(P(C2C=CC=CC=2)[C-]2C=CC=C2)=CC=1.Cl[Pd]Cl.[Fe+2].O. The product is [N:16]1[CH:17]=[CH:18][CH:19]=[CH:20][C:15]=1[C:7]1[CH:6]=[C:5]([CH:10]=[CH:9][CH:8]=1)[C:3]([O:2][CH3:1])=[O:4]. The yield is 0.900. (7) The reactants are [N:1]1([CH2:8][C:9]2[NH:20][C:19]3[C:21]4[C:15]([C:16](=[O:22])[NH:17][N:18]=3)=[CH:14][CH:13]=[CH:12][C:11]=4[N:10]=2)[CH2:7][CH2:6][CH2:5][NH:4][CH2:3][CH2:2]1.[Cl:23][C:24]1[CH:25]=[C:26]([CH:30]=[CH:31][CH:32]=1)[C:27](Cl)=[O:28]. The catalyst is C(Cl)Cl. The product is [Cl:23][C:24]1[CH:25]=[C:26]([CH:30]=[CH:31][CH:32]=1)[C:27]([N:4]1[CH2:5][CH2:6][CH2:7][N:1]([CH2:8][C:9]2[NH:20][C:19]3[C:21]4[C:15]([C:16](=[O:22])[NH:17][N:18]=3)=[CH:14][CH:13]=[CH:12][C:11]=4[N:10]=2)[CH2:2][CH2:3]1)=[O:28]. The yield is 0.160. (8) The reactants are [Br:1][C:2]1[CH:7]=[C:6]([F:8])[CH:5]=[C:4]([F:9])[C:3]=1I.[Cl-].[Li+].C([Mg]Cl)(C)C.[CH:18](N1CCOCC1)=[O:19]. The catalyst is CC1CCCO1. The product is [Br:1][C:2]1[CH:7]=[C:6]([F:8])[CH:5]=[C:4]([F:9])[C:3]=1[CH:18]=[O:19]. The yield is 0.700. (9) The reactants are [F:1][C:2]1[CH:7]=[C:6]([F:8])[CH:5]=[CH:4][C:3]=1[C:9]1([C:12]([F:32])([F:31])[C:13]2[N:18]=[CH:17][C:16]([CH:19]([C:21]3[CH:26]=[CH:25][C:24]([C:27]([F:30])([F:29])[F:28])=[CH:23][CH:22]=3)[OH:20])=[CH:15][CH:14]=2)[CH2:11][O:10]1.[NH:33]1[CH:37]=[N:36][N:35]=[N:34]1.C([O-])([O-])=O.[K+].[K+]. The catalyst is CN(C=O)C. The product is [F:1][C:2]1[CH:7]=[C:6]([F:8])[CH:5]=[CH:4][C:3]=1[C:9]([OH:10])([CH2:11][N:33]1[CH:37]=[N:36][N:35]=[N:34]1)[C:12]([F:31])([F:32])[C:13]1[CH:14]=[CH:15][C:16]([CH:19]([OH:20])[C:21]2[CH:26]=[CH:25][C:24]([C:27]([F:28])([F:30])[F:29])=[CH:23][CH:22]=2)=[CH:17][N:18]=1. The yield is 0.430.